This data is from Reaction yield outcomes from USPTO patents with 853,638 reactions. The task is: Predict the reaction yield, written as a fraction of the theoretical maximum amount of product (1.0 means a 100% yield; for example, 0.34 means a 34% yield). (1) The reactants are [CH2:1]([O:8][C:9]([C:11]1[CH:16]([C:17]2[CH:22]=[CH:21][C:20]([F:23])=[C:19]([F:24])[CH:18]=2)[NH:15][C:14]([O:25][CH3:26])=[N:13][C:12]=1[CH2:27][CH3:28])=[O:10])[C:2]1[CH:7]=[CH:6][CH:5]=[CH:4][CH:3]=1.Cl[C:30]([O:32][C:33]1[CH:38]=[CH:37][C:36]([N+:39]([O-:41])=[O:40])=[CH:35][CH:34]=1)=[O:31]. The catalyst is CN(C)C1C=CN=CC=1.C(Cl)Cl. The product is [CH2:1]([O:8][C:9]([C:11]1[CH:16]([C:17]2[CH:22]=[CH:21][C:20]([F:23])=[C:19]([F:24])[CH:18]=2)[N:15]([C:30]([O:32][C:33]2[CH:34]=[CH:35][C:36]([N+:39]([O-:41])=[O:40])=[CH:37][CH:38]=2)=[O:31])[C:14]([O:25][CH3:26])=[N:13][C:12]=1[CH2:27][CH3:28])=[O:10])[C:2]1[CH:7]=[CH:6][CH:5]=[CH:4][CH:3]=1. The yield is 0.760. (2) The reactants are [Br:1][C:2]1[CH:7]=[C:6]([CH3:8])[CH:5]=[CH:4][C:3]=1[C:9]1([OH:14])[CH2:13][CH2:12][CH2:11][CH2:10]1.CCN(C(C)C)C(C)C.[CH2:24](Cl)[O:25][CH3:26].[NH4+].[Cl-]. The catalyst is C(Cl)Cl. The product is [Br:1][C:2]1[CH:7]=[C:6]([CH3:8])[CH:5]=[CH:4][C:3]=1[C:9]1([O:14][CH2:24][O:25][CH3:26])[CH2:13][CH2:12][CH2:11][CH2:10]1. The yield is 0.810. (3) The reactants are [NH2:1][C:2]1[CH:3]=[C:4]([C:8]2[N:9]=[C:10]([CH3:33])[S:11][C:12]=2[C:13]2[CH:18]=[CH:17][N:16]=[C:15]([NH:19][C:20]3[CH:25]=[CH:24][C:23]([O:26][CH2:27][CH2:28][N:29]([CH3:31])[CH3:30])=[C:22]([Cl:32])[CH:21]=3)[N:14]=2)[CH:5]=[CH:6][CH:7]=1.[F:34][C:35]1[CH:43]=[CH:42][C:38]([C:39](Cl)=[O:40])=[CH:37][CH:36]=1. No catalyst specified. The product is [Cl:32][C:22]1[CH:21]=[C:20]([NH:19][C:15]2[N:14]=[C:13]([C:12]3[S:11][C:10]([CH3:33])=[N:9][C:8]=3[C:4]3[CH:3]=[C:2]([NH:1][C:39](=[O:40])[C:38]4[CH:42]=[CH:43][C:35]([F:34])=[CH:36][CH:37]=4)[CH:7]=[CH:6][CH:5]=3)[CH:18]=[CH:17][N:16]=2)[CH:25]=[CH:24][C:23]=1[O:26][CH2:27][CH2:28][N:29]([CH3:30])[CH3:31]. The yield is 0.500. (4) The reactants are I[C:2]1[CH:7]=[CH:6][N:5]=[C:4]([NH:8][CH2:9][CH:10]([CH3:12])[CH3:11])[CH:3]=1.[CH3:13][N:14]1[CH2:19][CH2:18][NH:17][CH2:16][CH2:15]1.C[Si]([N-][Si](C)(C)C)(C)C.[Li+]. The catalyst is C1COCC1.C1C=CC(/C=C/C(/C=C/C2C=CC=CC=2)=O)=CC=1.C1C=CC(/C=C/C(/C=C/C2C=CC=CC=2)=O)=CC=1.C1C=CC(/C=C/C(/C=C/C2C=CC=CC=2)=O)=CC=1.[Pd].[Pd]. The product is [CH3:13][N:14]1[CH2:19][CH2:18][N:17]([C:2]2[CH:7]=[CH:6][N:5]=[C:4]([NH:8][CH2:9][CH:10]([CH3:12])[CH3:11])[CH:3]=2)[CH2:16][CH2:15]1. The yield is 0.410. (5) The reactants are Br[C:2]1[S:6][C:5]2[C:7]3[C:19]([C:20](=[CH:21][CH:22]([CH2:27][CH3:28])[CH2:23][CH2:24][CH2:25][CH3:26])[C:4]=2[CH:3]=1)=[CH:18][C:17]1[C:12]2[S:13][C:14](Br)=[CH:15][C:11]=2[C:10](=[CH:29][CH:30]([CH2:35][CH3:36])[CH2:31][CH2:32][CH2:33][CH3:34])[C:9]=1[CH:8]=3.[Li]CCCC.[CH3:42][Sn:43](Cl)([CH3:45])[CH3:44].CO. The catalyst is C1COCC1. The product is [CH3:42][Sn:43]([CH3:45])([CH3:44])[C:2]1[S:6][C:5]2[C:7]3[C:19]([C:20](=[CH:21][CH:22]([CH2:27][CH3:28])[CH2:23][CH2:24][CH2:25][CH3:26])[C:4]=2[CH:3]=1)=[CH:18][C:17]1[C:12]2[S:13][C:14]([Sn:43]([CH3:45])([CH3:44])[CH3:42])=[CH:15][C:11]=2[C:10](=[CH:29][CH:30]([CH2:35][CH3:36])[CH2:31][CH2:32][CH2:33][CH3:34])[C:9]=1[CH:8]=3. The yield is 0.730. (6) The reactants are Cl[C:2]1[C:3]([N:8]2[CH:12]=[C:11]([CH:13]=[O:14])[C:10]([C:15]([O:17][CH2:18][CH3:19])=[O:16])=[N:9]2)=[N:4][CH:5]=[CH:6][CH:7]=1.[CH3:20]B1OB(C)OB(C)O1.C(=O)([O-])[O-].[K+].[K+]. The catalyst is O1CCOCC1.O.C1(P(C2C=CC=CC=2)C2C=CC=CC=2)C=CC=CC=1.[Pd]. The product is [CH3:20][C:2]1[C:3]([N:8]2[CH:12]=[C:11]([CH:13]=[O:14])[C:10]([C:15]([O:17][CH2:18][CH3:19])=[O:16])=[N:9]2)=[N:4][CH:5]=[CH:6][CH:7]=1. The yield is 0.130. (7) The reactants are N12CCC(CC1)CN2.[CH:9](=[O:16])[C:10]1[CH:15]=[CH:14][CH:13]=[CH:12][CH:11]=1.[C:17]([O:21][CH3:22])(=[O:20])[CH:18]=[CH2:19]. No catalyst specified. The product is [OH:16][CH:9]([C:10]1[CH:15]=[CH:14][CH:13]=[CH:12][CH:11]=1)[C:18](=[CH2:19])[C:17]([O:21][CH3:22])=[O:20]. The yield is 0.770. (8) The yield is 1.00. No catalyst specified. The reactants are [Cl:1][C:2]1[CH:17]=[CH:16][C:5]([O:6][C:7]2[CH:15]=[CH:14][C:10]([C:11](Cl)=[O:12])=[CH:9][CH:8]=2)=[C:4]([N+:18]([O-:20])=[O:19])[CH:3]=1.[CH2:21]([NH2:24])[CH2:22][CH3:23]. The product is [Cl:1][C:2]1[CH:17]=[CH:16][C:5]([O:6][C:7]2[CH:15]=[CH:14][C:10]([C:11]([NH:24][CH2:21][CH2:22][CH3:23])=[O:12])=[CH:9][CH:8]=2)=[C:4]([N+:18]([O-:20])=[O:19])[CH:3]=1. (9) The reactants are [CH2:1]([O:3][C:4]([C:6]1[N:10]([CH3:11])[N:9]=[CH:8][C:7]=1[C:12]([OH:14])=O)=[O:5])[CH3:2].C([N:17]([CH:21]([CH3:23])C)[CH:18](C)C)C.N1CCC1. The catalyst is C(OCC)(=O)C. The product is [CH2:1]([O:3][C:4]([C:6]1[N:10]([CH3:11])[N:9]=[CH:8][C:7]=1[C:12]([N:17]1[CH2:18][CH2:23][CH2:21]1)=[O:14])=[O:5])[CH3:2]. The yield is 0.607.